Dataset: NCI-60 drug combinations with 297,098 pairs across 59 cell lines. Task: Regression. Given two drug SMILES strings and cell line genomic features, predict the synergy score measuring deviation from expected non-interaction effect. (1) Drug 1: CC1=C(C=C(C=C1)NC2=NC=CC(=N2)N(C)C3=CC4=NN(C(=C4C=C3)C)C)S(=O)(=O)N.Cl. Drug 2: C1CCC(C1)C(CC#N)N2C=C(C=N2)C3=C4C=CNC4=NC=N3. Cell line: NCI-H322M. Synergy scores: CSS=-1.62, Synergy_ZIP=0.772, Synergy_Bliss=0.0792, Synergy_Loewe=-2.39, Synergy_HSA=-2.04. (2) Drug 1: CS(=O)(=O)C1=CC(=C(C=C1)C(=O)NC2=CC(=C(C=C2)Cl)C3=CC=CC=N3)Cl. Drug 2: C1C(C(OC1N2C=NC3=C(N=C(N=C32)Cl)N)CO)O. Cell line: SF-295. Synergy scores: CSS=0.976, Synergy_ZIP=-1.82, Synergy_Bliss=-3.90, Synergy_Loewe=-3.27, Synergy_HSA=-3.30. (3) Synergy scores: CSS=4.02, Synergy_ZIP=-9.86, Synergy_Bliss=-14.8, Synergy_Loewe=-38.1, Synergy_HSA=-20.5. Drug 1: CC12CCC3C(C1CCC2=O)CC(=C)C4=CC(=O)C=CC34C. Cell line: SNB-19. Drug 2: C(CN)CNCCSP(=O)(O)O. (4) Drug 1: C1=CC(=CC=C1CC(C(=O)O)N)N(CCCl)CCCl.Cl. Drug 2: C1CN1P(=S)(N2CC2)N3CC3. Cell line: MDA-MB-231. Synergy scores: CSS=19.2, Synergy_ZIP=-7.18, Synergy_Bliss=-3.06, Synergy_Loewe=-2.43, Synergy_HSA=-1.44. (5) Drug 1: CN1C2=C(C=C(C=C2)N(CCCl)CCCl)N=C1CCCC(=O)O.Cl. Drug 2: CCCCCOC(=O)NC1=NC(=O)N(C=C1F)C2C(C(C(O2)C)O)O. Cell line: RXF 393. Synergy scores: CSS=-1.28, Synergy_ZIP=-0.982, Synergy_Bliss=-2.46, Synergy_Loewe=-1.74, Synergy_HSA=-1.59.